From a dataset of Catalyst prediction with 721,799 reactions and 888 catalyst types from USPTO. Predict which catalyst facilitates the given reaction. (1) Reactant: [OH:1][C:2]1[C:19]2[CH2:18][C@@:17]([OH:24])([C:20](=[O:23])[CH2:21][OH:22])[CH2:16][C@H:15]([O:25][C@@H:26]3[O:40][C@@H:39]([CH3:41])[C@H:29]4[O:30][C@H:31]5[N:36]([C@H:28]4[CH2:27]3)[CH2:35][CH2:34][O:33][C@@H:32]5[O:37][CH3:38])[C:14]=2[C:13]([OH:42])=[C:12]2[C:3]=1[C:4](=[O:46])[C:5]1[CH:6]=[CH:7][CH:8]=[C:9]([O:44][CH3:45])[C:10]=1[C:11]2=[O:43].[CH2:47]([O:49][C:50](=[O:59])[CH2:51][O:52][C:53]1[CH2:58][CH2:57][CH2:56][CH2:55][CH:54]=1)[CH3:48].O.C1(C)C=CC(S(O)(=O)=O)=CC=1.C(=O)(O)[O-].[Na+]. Product: [O:23]=[C:20]([C@@:17]1([OH:24])[CH2:16][C@H:15]([O:25][C@@H:26]2[O:40][C@@H:39]([CH3:41])[C@H:29]3[O:30][C@H:31]4[N:36]([C@H:28]3[CH2:27]2)[CH2:35][CH2:34][O:33][C@@H:32]4[O:37][CH3:38])[C:14]2[C:19](=[C:2]([OH:1])[C:3]3[C:4](=[O:46])[C:5]4[C:10]([C:11](=[O:43])[C:12]=3[C:13]=2[OH:42])=[C:9]([O:44][CH3:45])[CH:8]=[CH:7][CH:6]=4)[CH2:18]1)[CH2:21][O:22][C:53]1([O:52][CH2:51][C:50]([O:49][CH2:47][CH3:48])=[O:59])[CH2:58][CH2:57][CH2:56][CH2:55][CH2:54]1. The catalyst class is: 9. (2) Reactant: Cl.[F:2][C:3]1[CH:8]=[C:7]([F:9])[CH:6]=[CH:5][C:4]=1[C:10](=[O:22])[CH2:11][C:12](SC1C=CC(Cl)=CC=1)=[NH:13].[NH2:23][C:24]1[CH:29]=[CH:28][CH:27]=[CH:26][CH:25]=1. Product: [NH2:13][C:12]([NH:23][C:24]1[CH:29]=[CH:28][CH:27]=[CH:26][CH:25]=1)=[CH:11][C:10]([C:4]1[CH:5]=[CH:6][C:7]([F:9])=[CH:8][C:3]=1[F:2])=[O:22]. The catalyst class is: 15. (3) Reactant: I[C:2]1[C:7]([NH2:8])=[CH:6][CH:5]=[CH:4][N:3]=1.[C:9](=O)([O-])[O-].[Cs+].[Cs+].[C:15]([O:20][CH3:21])(=[O:19])[C:16](C)=[CH2:17].[H-].[Na+].Br[CH:25]([C:27]1[CH:32]=[CH:31][CH:30]=[CH:29][CH:28]=1)[CH3:26]. Product: [CH3:9][C:17]1[N:8]([CH:25]([C:27]2[CH:32]=[CH:31][CH:30]=[CH:29][CH:28]=2)[CH3:26])[C:7]2[C:2](=[N:3][CH:4]=[CH:5][CH:6]=2)[C:16]=1[C:15]([O:20][CH3:21])=[O:19]. The catalyst class is: 9. (4) Reactant: [CH3:1][C:2]1([CH3:13])[O:6][C@@H:5]([C@@H:7]2[CH2:11][NH:10][C:9](=[O:12])[CH2:8]2)[CH2:4][O:3]1.C(N(CC)CC)C.[CH3:21][C:22]([O:25][C:26](O[C:26]([O:25][C:22]([CH3:24])([CH3:23])[CH3:21])=[O:27])=[O:27])([CH3:24])[CH3:23]. Product: [CH3:1][C:2]1([CH3:13])[O:6][C@@H:5]([C@@H:7]2[CH2:11][N:10]([C:26]([O:25][C:22]([CH3:24])([CH3:23])[CH3:21])=[O:27])[C:9](=[O:12])[CH2:8]2)[CH2:4][O:3]1. The catalyst class is: 112. (5) Reactant: [CH3:1][N:2]1[CH2:7][CH2:6][N:5]([CH2:8][C:9]2[CH:14]=[CH:13][C:12]([N+:15]([O-])=O)=[CH:11][CH:10]=2)[CH2:4][CH2:3]1. Product: [CH3:1][N:2]1[CH2:7][CH2:6][N:5]([CH2:8][C:9]2[CH:14]=[CH:13][C:12]([NH2:15])=[CH:11][CH:10]=2)[CH2:4][CH2:3]1. The catalyst class is: 94. (6) Reactant: C(S(O)(=O)=O)(F)(F)F.[OH:9][C:10]1[CH:17]=[CH:16][CH:15]=[CH:14][C:11]=1[C:12]#[N:13].C1C(=O)N([I:25])C(=O)C1. Product: [OH:9][C:10]1[CH:17]=[CH:16][C:15]([I:25])=[CH:14][C:11]=1[C:12]#[N:13]. The catalyst class is: 23. (7) Product: [CH3:35][O:34][C:32](=[O:33])[NH:2][CH:3]1[CH2:4][C:5](=[O:23])[N:6]([C:8]2[CH:9]=[CH:10][C:11]([O:14][CH2:15][C:16]3[CH:21]=[CH:20][CH:19]=[C:18]([F:22])[CH:17]=3)=[CH:12][CH:13]=2)[CH2:7]1. Reactant: Cl.[NH2:2][CH:3]1[CH2:7][N:6]([C:8]2[CH:13]=[CH:12][C:11]([O:14][CH2:15][C:16]3[CH:21]=[CH:20][CH:19]=[C:18]([F:22])[CH:17]=3)=[CH:10][CH:9]=2)[C:5](=[O:23])[CH2:4]1.C(N(CC)CC)C.Cl[C:32]([O:34][CH3:35])=[O:33].O. The catalyst class is: 4.